From a dataset of Reaction yield outcomes from USPTO patents with 853,638 reactions. Predict the reaction yield, written as a fraction of the theoretical maximum amount of product (1.0 means a 100% yield; for example, 0.34 means a 34% yield). (1) The reactants are C(=O)([O-])[O-].[Na+].[Na+].[S:7]1[CH:11]=[CH:10][C:9](B(O)O)=[CH:8]1.Br[C:16]1[CH:21]=[CH:20][C:19]([NH:22][C:23](=[O:25])[CH3:24])=[CH:18][CH:17]=1.C1(P(C2C=CC=CC=2)C2C=CC=CC=2)C=CC=CC=1. The yield is 0.00440. The catalyst is C(OCC)(=O)C.O.C1(C)C=CC=CC=1. The product is [S:7]1[CH:11]=[CH:10][C:9]([C:16]2[CH:21]=[CH:20][C:19]([NH:22][C:23](=[O:25])[CH3:24])=[CH:18][CH:17]=2)=[CH:8]1. (2) The reactants are [F:1][C:2]1[C:10]([O:11][C:12]2[C:21]3[C:16](=[CH:17][C:18]([O:23][CH3:24])=[C:19]([OH:22])[CH:20]=3)[N:15]=[CH:14][N:13]=2)=[CH:9][CH:8]=[C:7]2[C:3]=1[CH:4]=[CH:5][NH:6]2.[C:25]([N:28]1[CH2:33][CH2:32][N:31]([CH2:34][CH2:35]O)[CH2:30][CH2:29]1)(=[O:27])[CH3:26].C1(P(C2C=CC=CC=2)C2C=CC=CC=2)C=CC=CC=1.N(C(OC(C)C)=O)=NC(OC(C)C)=O. The catalyst is ClCCl. The product is [C:25]([N:28]1[CH2:33][CH2:32][N:31]([CH2:34][CH2:35][O:22][C:19]2[CH:20]=[C:21]3[C:16](=[CH:17][C:18]=2[O:23][CH3:24])[N:15]=[CH:14][N:13]=[C:12]3[O:11][C:10]2[C:2]([F:1])=[C:3]3[C:7](=[CH:8][CH:9]=2)[NH:6][CH:5]=[CH:4]3)[CH2:30][CH2:29]1)(=[O:27])[CH3:26]. The yield is 0.680. (3) The reactants are [N+:1]([C:4]1[C:5](SC#N)=[N:6][C:7]([NH:10][CH2:11][C:12]2[CH:17]=[CH:16][CH:15]=[CH:14][C:13]=2[O:18][C:19]([F:22])([F:21])[F:20])=[N:8][CH:9]=1)([O-:3])=[O:2].[NH2:26][CH2:27][C@@H:28]1[CH2:33][CH2:32][C@H:31]([OH:34])[CH2:30][CH2:29]1.C(N(C(C)C)CC)(C)C. The catalyst is C(Cl)Cl. The product is [N+:1]([C:4]1[C:5]([NH:26][CH2:27][C@@H:28]2[CH2:33][CH2:32][C@H:31]([OH:34])[CH2:30][CH2:29]2)=[N:6][C:7]([NH:10][CH2:11][C:12]2[CH:17]=[CH:16][CH:15]=[CH:14][C:13]=2[O:18][C:19]([F:21])([F:20])[F:22])=[N:8][CH:9]=1)([O-:3])=[O:2]. The yield is 0.951. (4) The reactants are [N:1]1[CH:6]=[CH:5][CH:4]=[CH:3][C:2]=1[C:7]1[N:12]=[CH:11][C:10]([C:13]([OH:15])=O)=[CH:9][N:8]=1.O[N:17]1[C:21]2[CH:22]=[CH:23][CH:24]=[CH:25][C:20]=2N=N1.C1CCC(N=C=NC2CCCCC2)CC1.NC1C=CC=CC=1.C(O)C(N)(CO)CO. The catalyst is CN(C=O)C. The product is [C:21]1([NH:17][C:13]([C:10]2[CH:11]=[N:12][C:7]([C:2]3[CH:3]=[CH:4][CH:5]=[CH:6][N:1]=3)=[N:8][CH:9]=2)=[O:15])[CH:22]=[CH:23][CH:24]=[CH:25][CH:20]=1. The yield is 0.230.